Dataset: CYP2D6 inhibition data for predicting drug metabolism from PubChem BioAssay. Task: Regression/Classification. Given a drug SMILES string, predict its absorption, distribution, metabolism, or excretion properties. Task type varies by dataset: regression for continuous measurements (e.g., permeability, clearance, half-life) or binary classification for categorical outcomes (e.g., BBB penetration, CYP inhibition). Dataset: cyp2d6_veith. The drug is CCCn1nnc(NC(=O)c2ccc(-c3cccc(Cl)c3)o2)n1. The result is 0 (non-inhibitor).